From a dataset of Full USPTO retrosynthesis dataset with 1.9M reactions from patents (1976-2016). Predict the reactants needed to synthesize the given product. (1) The reactants are: Br[C:2]1[C:7]([F:8])=[C:6]([CH3:9])[CH:5]=[CH:4][N:3]=1.[CH3:10][N:11](C=O)C. Given the product [F:8][C:7]1[C:2]([C:10]#[N:11])=[N:3][CH:4]=[CH:5][C:6]=1[CH3:9], predict the reactants needed to synthesize it. (2) The reactants are: OO.[C:3]([O:23][CH:24]1[CH2:29][C:28]([CH3:31])([CH3:30])[N:27]([OH:32])[C:26]([CH3:34])([CH3:33])[CH2:25]1)(=[O:22])[CH2:4][CH2:5][CH2:6][CH2:7][C:8]([O:10][CH:11]1[CH2:16][C:15]([CH3:18])([CH3:17])[N:14]([OH:19])[C:13]([CH3:21])([CH3:20])[CH2:12]1)=[O:9].S([O-])([O-])=O.[Na+].[Na+].[C:41]([OH:45])([CH3:44])([CH3:43])[CH3:42]. Given the product [OH:45][C:41]([CH3:44])([CH3:43])[CH2:42][O:19][N:14]1[C:15]([CH3:18])([CH3:17])[CH2:16][CH:11]([O:10][C:8](=[O:9])[CH2:7][CH2:6][CH2:5][CH2:4][C:3]([O:23][CH:24]2[CH2:25][C:26]([CH3:34])([CH3:33])[N:27]([O:32][CH2:42][C:41]([OH:45])([CH3:44])[CH3:43])[C:28]([CH3:31])([CH3:30])[CH2:29]2)=[O:22])[CH2:12][C:13]1([CH3:21])[CH3:20], predict the reactants needed to synthesize it. (3) Given the product [O:1]=[C:2]1[NH:5][C@H:4]([C:6]([NH:36][C@H:37]([C:44]([N:46]2[CH2:53][CH2:52][CH2:51][C@H:47]2[C:48]([NH2:50])=[O:49])=[O:45])[CH2:38][C:39]2[N:43]=[CH:42][NH:41][CH:40]=2)=[O:8])[CH2:3]1, predict the reactants needed to synthesize it. The reactants are: [O:1]=[C:2]1[NH:5][C@H:4]([C:6]([OH:8])=O)[CH2:3]1.C1CCC(N=C=NC2CCCCC2)CC1.FC1C(O)=C(F)C(F)=C(F)C=1F.[NH2:36][C@H:37]([C:44]([N:46]1[CH2:53][CH2:52][CH2:51][C@H:47]1[C:48]([NH2:50])=[O:49])=[O:45])[CH2:38][C:39]1[N:43]=[CH:42][NH:41][CH:40]=1. (4) Given the product [CH:31]1([O:1][C:2]2[CH:11]=[C:10]3[C:9](=[CH:4][CH:3]=2)[CH:8]=[C:7]([CH2:12][NH:13][C:14]24[CH2:15][CH2:16][C:17]([C:22]([OH:24])=[O:23])([CH2:18][CH2:19]2)[CH2:20][CH2:21]4)[CH:6]=[CH:5]3)[CH2:36][CH2:35][CH2:34][CH2:33][CH2:32]1, predict the reactants needed to synthesize it. The reactants are: [OH:1][C:2]1[CH:3]=[C:4]2[C:9](=[CH:10][CH:11]=1)[CH:8]=[C:7]([CH2:12][NH:13][C:14]13[CH2:21][CH2:20][C:17]([C:22]([O:24]C)=[O:23])([CH2:18][CH2:19]1)[CH2:16][CH2:15]3)[CH:6]=[CH:5]2.CS(O[CH:31]1[CH2:36][CH2:35][CH2:34][CH2:33][CH2:32]1)(=O)=O.[OH-].[Na+].Cl. (5) Given the product [Cl:30][C:6]1[CH:5]=[N:4][CH:3]=[C:2]([Cl:1])[C:7]=1[NH+:8]([O-:39])[C:9]([C:11]1[C:19]2[C:18]3[CH:20]=[C:21]([NH:24][C:25](=[O:27])[CH3:26])[CH:22]=[CH:23][C:17]=3[O:16][C:15]=2[C:14]([O:28][CH3:29])=[CH:13][CH:12]=1)=[O:10], predict the reactants needed to synthesize it. The reactants are: [Cl:1][C:2]1[CH:3]=[N:4][CH:5]=[C:6]([Cl:30])[C:7]=1[NH:8][C:9]([C:11]1[C:19]2[C:18]3[CH:20]=[C:21]([NH:24][C:25](=[O:27])[CH3:26])[CH:22]=[CH:23][C:17]=3[O:16][C:15]=2[C:14]([O:28][CH3:29])=[CH:13][CH:12]=1)=[O:10].ClC1C=CC=C(C(OO)=[O:39])C=1. (6) Given the product [CH3:22][N:23]([CH3:24])[C:2]1[CH:7]=[C:6]([S:8]([CH3:11])(=[O:10])=[O:9])[CH:5]=[CH:4][C:3]=1[N:12]1[C:16]2=[N:17][CH:18]=[N:19][C:20]([OH:21])=[C:15]2[CH:14]=[N:13]1, predict the reactants needed to synthesize it. The reactants are: F[C:2]1[CH:7]=[C:6]([S:8]([CH3:11])(=[O:10])=[O:9])[CH:5]=[CH:4][C:3]=1[N:12]1[C:16]2=[N:17][CH:18]=[N:19][C:20]([OH:21])=[C:15]2[CH:14]=[N:13]1.[CH3:22][NH:23][CH3:24]. (7) Given the product [Br:1][C:2]1[NH:3][C:4]2[C:14]([Br:15])=[C:13]3[C:8](=[C:7]([Br:19])[C:5]=2[N:6]=1)[C:9]([CH3:18])=[C:31]([CH:32]=[O:34])[C:11]([CH3:10])=[C:12]3[CH3:16], predict the reactants needed to synthesize it. The reactants are: [Br:1][C:2]1[NH:6][C:5]2[C:7]([Br:19])=[C:8]3[C:13](=[C:14]([Br:15])[C:4]=2[N:3]=1)[C:12]([CH3:16])=[CH:11][C:10](C)=[C:9]3[CH3:18].C1N2CN3CN(C2)CN1C3.F[C:31](F)(F)[C:32]([OH:34])=O. (8) Given the product [CH3:8][C:7]1[C:2]([C:10]2[CH:15]=[CH:14][CH:13]=[CH:12][CH:11]=2)=[CH:3][C:4]([NH2:9])=[CH:5][CH:6]=1, predict the reactants needed to synthesize it. The reactants are: Br[C:2]1[CH:3]=[C:4]([NH2:9])[CH:5]=[CH:6][C:7]=1[CH3:8].[C:10]1(B(O)O)[CH:15]=[CH:14][CH:13]=[CH:12][CH:11]=1.C([O-])([O-])=O.[Na+].[Na+].C(O)C.